Dataset: Forward reaction prediction with 1.9M reactions from USPTO patents (1976-2016). Task: Predict the product of the given reaction. Given the reactants C([O:5][C:6](=[O:18])[CH2:7][O:8][C:9]1[CH:14]=[CH:13][C:12]([Cl:15])=[CH:11][C:10]=1[C:16]#[CH:17])(C)(C)C.Br[C:20]1[CH:25]=[C:24]([S:26]([CH2:29][CH3:30])(=[O:28])=[O:27])[CH:23]=[CH:22][C:21]=1[CH3:31], predict the reaction product. The product is: [Cl:15][C:12]1[CH:13]=[CH:14][C:9]([O:8][CH2:7][C:6]([OH:5])=[O:18])=[C:10]([C:16]#[C:17][C:22]2[CH:23]=[C:24]([S:26]([CH2:29][CH3:30])(=[O:27])=[O:28])[CH:25]=[CH:20][C:21]=2[CH3:31])[CH:11]=1.